This data is from Full USPTO retrosynthesis dataset with 1.9M reactions from patents (1976-2016). The task is: Predict the reactants needed to synthesize the given product. (1) Given the product [Cl:1][C:2]1[CH:3]=[C:4]([CH:7]=[CH:8][C:9]=1[O:10][CH:11]([CH3:16])[C:12]([F:15])([F:14])[F:13])[C:5]([OH:22])=[O:17], predict the reactants needed to synthesize it. The reactants are: [Cl:1][C:2]1[CH:3]=[C:4]([CH:7]=[CH:8][C:9]=1[O:10][CH:11]([CH3:16])[C:12]([F:15])([F:14])[F:13])[C:5]#N.[OH-:17].[Na+].CC([OH:22])C. (2) Given the product [F:1][C:2]1[C:11]2[O:10][CH2:9][CH:8]([CH2:12][N:31]([CH2:32][CH2:33][CH3:34])[CH2:28][CH2:29][CH3:30])[O:7][C:6]=2[CH:5]=[C:4]([S:24]([CH3:27])(=[O:25])=[O:26])[CH:3]=1, predict the reactants needed to synthesize it. The reactants are: [F:1][C:2]1[C:11]2[O:10][CH2:9][CH:8]([CH2:12]OS(C3C=CC(C)=CC=3)(=O)=O)[O:7][C:6]=2[CH:5]=[C:4]([S:24]([CH3:27])(=[O:26])=[O:25])[CH:3]=1.[CH2:28]([NH:31][CH2:32][CH2:33][CH3:34])[CH2:29][CH3:30].